From a dataset of Reaction yield outcomes from USPTO patents with 853,638 reactions. Predict the reaction yield, written as a fraction of the theoretical maximum amount of product (1.0 means a 100% yield; for example, 0.34 means a 34% yield). (1) The reactants are [CH3:1][O:2][C:3]([NH:5][C@@H:6]([CH:57]([CH3:59])[CH3:58])[C:7]([N:9]1[CH2:13][CH2:12][CH2:11][C@H:10]1[C:14]1[NH:15][C:16]([C:19]2[CH:20]=[CH:21][C:22]3[C:31]4[C:26](=[C:27]5[CH:35]=[CH:34][C:33]([C:36]6[NH:40][C:39]([C@@H:41]7[CH2:45][CH2:44][CH2:43][N:42]7[C:46](OCC7C=CC=CC=7)=[O:47])=[N:38][CH:37]=6)=[CH:32][C:28]5=[CH:29][CH:30]=4)[O:25][CH2:24][C:23]=3[CH:56]=2)=[CH:17][N:18]=1)=[O:8])=[O:4].Br.[CH3:61][O:62][C:63]([NH:65][C@H:66]([C:70]1[CH:75]=[CH:74][CH:73]=[CH:72][CH:71]=1)C(O)=O)=[O:64].CCOC(C(C#N)=NOC(N1CCOCC1)=[N+](C)C)=O.F[P-](F)(F)(F)(F)F.C(N(C(C)C)CC)(C)C. The catalyst is C(O)(=O)C.ClCCl.C(OCC)(=O)C.CN(C)C=O. The product is [CH3:1][O:2][C:3]([NH:5][C@@H:6]([CH:57]([CH3:59])[CH3:58])[C:7]([N:9]1[CH2:13][CH2:12][CH2:11][C@H:10]1[C:14]1[NH:15][C:16]([C:19]2[CH:20]=[CH:21][C:22]3[C:31]4[C:26](=[C:27]5[CH:35]=[CH:34][C:33]([C:36]6[NH:40][C:39]([C@@H:41]7[CH2:45][CH2:44][CH2:43][N:42]7[C:46](=[O:47])[C@H:66]([NH:65][C:63](=[O:64])[O:62][CH3:61])[C:70]7[CH:75]=[CH:74][CH:73]=[CH:72][CH:71]=7)=[N:38][CH:37]=6)=[CH:32][C:28]5=[CH:29][CH:30]=4)[O:25][CH2:24][C:23]=3[CH:56]=2)=[CH:17][N:18]=1)=[O:8])=[O:4]. The yield is 0.260. (2) The reactants are N(C(OC(C)C)=O)=NC(OC(C)C)=O.[CH2:15]([N:17]([CH2:39][CH3:40])[C:18](=[O:38])[CH2:19][C:20]1[C:21]([C:31]2[CH:36]=[CH:35][C:34]([OH:37])=[CH:33][CH:32]=2)=[N:22][N:23]2[C:28]([CH3:29])=[CH:27][C:26]([CH3:30])=[N:25][C:24]=12)[CH3:16].[F:41][CH2:42][CH2:43]O. The catalyst is CN(C=O)C. The product is [CH2:39]([N:17]([CH2:15][CH3:16])[C:18](=[O:38])[CH2:19][C:20]1[C:21]([C:31]2[CH:32]=[CH:33][C:34]([O:37][CH2:43][CH2:42][F:41])=[CH:35][CH:36]=2)=[N:22][N:23]2[C:28]([CH3:29])=[CH:27][C:26]([CH3:30])=[N:25][C:24]=12)[CH3:40]. The yield is 0.470. (3) The reactants are [NH:1]1[CH2:6][CH2:5][CH:4]([C:7]2[CH:8]=[CH:9][C:10]3[O:19][CH2:18][CH2:17][C:16]4[N:12]([N:13]=[C:14]([C:20]5[N:21]([CH2:25][C:26]([F:29])([F:28])[F:27])[N:22]=[CH:23][N:24]=5)[CH:15]=4)[C:11]=3[CH:30]=2)[CH2:3][CH2:2]1.C(=O)([O-])[O-].[K+].[K+].Br[CH2:38][CH2:39][O:40]C1CCCCO1.Cl. The catalyst is CN(C=O)C.CO. The product is [F:28][C:26]([F:29])([F:27])[CH2:25][N:21]1[C:20]([C:14]2[CH:15]=[C:16]3[N:12]([C:11]4[CH:30]=[C:7]([CH:4]5[CH2:3][CH2:2][N:1]([CH2:38][CH2:39][OH:40])[CH2:6][CH2:5]5)[CH:8]=[CH:9][C:10]=4[O:19][CH2:18][CH2:17]3)[N:13]=2)=[N:24][CH:23]=[N:22]1. The yield is 0.540. (4) The reactants are [C:1]([C:4]1[C:9]([NH:10][C:11]([C:13]2[S:14][CH:15]=[C:16]([CH:18]([CH3:20])[CH3:19])[N:17]=2)=O)=[C:8]([CH3:21])[C:7]([O:22][CH3:23])=[CH:6][CH:5]=1)(=[O:3])[CH3:2].CC(C)([O-])C.[K+]. The catalyst is C(O)(C)(C)C. The product is [CH3:21][C:8]1[C:7]([O:22][CH3:23])=[CH:6][CH:5]=[C:4]2[C:9]=1[N:10]=[C:11]([C:13]1[S:14][CH:15]=[C:16]([CH:18]([CH3:20])[CH3:19])[N:17]=1)[CH:2]=[C:1]2[OH:3]. The yield is 0.990. (5) The reactants are [CH3:1][C:2]1[CH:10]=[CH:9][CH:8]=[C:7]2[C:3]=1[CH2:4][C:5](=[O:11])[NH:6]2.[Cl:12]N1C(=O)CCC1=O.FC(F)(F)C(O)=O. The catalyst is C(#N)C. The product is [Cl:12][C:10]1[C:2]([CH3:1])=[C:3]2[C:7](=[CH:8][CH:9]=1)[NH:6][C:5](=[O:11])[CH2:4]2. The yield is 0.680. (6) The product is [I:16][C:11]1[C:10]2[O:6][CH2:7][O:8][C:9]=2[C:14]([NH2:15])=[CH:13][CH:12]=1. The yield is 0.469. The catalyst is C(Cl)Cl.CO.O. The reactants are C([O-])([O-])=O.[Ca+2].[O:6]1[C:10]2[CH:11]=[CH:12][CH:13]=[C:14]([NH2:15])[C:9]=2[O:8][CH2:7]1.[I:16](Cl)(=O)=O.I(Cl)(=O)=O.C[N+](C)(C)CC1C=CC=CC=1. (7) The reactants are Cl[C:2]1[C:7]([N+:8]([O-:10])=[O:9])=[CH:6][CH:5]=[C:4]([O:11][CH3:12])[N:3]=1.[CH:13]1([C:16]([N:18]2[CH2:22][CH2:21][C@@H:20]([CH2:23][NH2:24])[CH2:19]2)=[O:17])[CH2:15][CH2:14]1. The catalyst is C(N(CC)CC)C.C(O)C. The product is [CH:13]1([C:16]([N:18]2[CH2:22][CH2:21][C@@H:20]([CH2:23][NH:24][C:2]3[C:7]([N+:8]([O-:10])=[O:9])=[CH:6][CH:5]=[C:4]([O:11][CH3:12])[N:3]=3)[CH2:19]2)=[O:17])[CH2:14][CH2:15]1. The yield is 0.880. (8) The reactants are [CH2:1]([C:5]1[S:9][C:8]([S:10]([NH:13][C:14]([CH3:17])([CH3:16])[CH3:15])(=[O:12])=[O:11])=[C:7](B(O)O)[CH:6]=1)[CH:2]([CH3:4])[CH3:3].Br[C:22]1[CH:29]=[CH:28][C:25]([CH2:26][OH:27])=[CH:24][CH:23]=1.C1(C)C=CC=CC=1.[OH-].[Na+]. The catalyst is CCOC(C)=O.C1C=CC([P]([Pd]([P](C2C=CC=CC=2)(C2C=CC=CC=2)C2C=CC=CC=2)([P](C2C=CC=CC=2)(C2C=CC=CC=2)C2C=CC=CC=2)[P](C2C=CC=CC=2)(C2C=CC=CC=2)C2C=CC=CC=2)(C2C=CC=CC=2)C2C=CC=CC=2)=CC=1.C(O)C. The product is [OH:27][CH2:26][C:25]1[CH:28]=[CH:29][C:22]([C:7]2[CH:6]=[C:5]([CH2:1][CH:2]([CH3:4])[CH3:3])[S:9][C:8]=2[S:10]([NH:13][C:14]([CH3:17])([CH3:16])[CH3:15])(=[O:12])=[O:11])=[CH:23][CH:24]=1. The yield is 0.760. (9) The reactants are COC1C=CC(/C=[C:16]2/[C:17]([NH:19][C:20]([S:22]/2)=[NH:21])=[O:18])=CC=1OC1CCCC1.[C:23]([O:27][C:28](O[C:28]([O:27][C:23]([CH3:26])([CH3:25])[CH3:24])=[O:29])=[O:29])([CH3:26])([CH3:25])[CH3:24]. The catalyst is C(#N)C.CN(C1C=CN=CC=1)C. The product is [C:23]([O:27][C:28](=[O:29])[NH:21][C:20]1[S:22][CH2:16][C:17](=[O:18])[N:19]=1)([CH3:26])([CH3:25])[CH3:24]. The yield is 0.150.